Predict the product of the given reaction. From a dataset of Forward reaction prediction with 1.9M reactions from USPTO patents (1976-2016). Given the reactants Br[C:2]1[CH:3]=[C:4]2[C:8](=[CH:9][C:10]=1[NH:11][C:12](=[O:14])[CH3:13])[N:7]([C:15]([C:28]1[CH:33]=[CH:32][CH:31]=[CH:30][CH:29]=1)([C:22]1[CH:27]=[CH:26][CH:25]=[CH:24][CH:23]=1)[C:16]1[CH:21]=[CH:20][CH:19]=[CH:18][CH:17]=1)[N:6]=[C:5]2[C:34]1[CH:39]=[CH:38][N:37]=[C:36]([CH3:40])[CH:35]=1.[CH2:41]([Sn](CCCC)(CCCC)C=C)[CH2:42]CC, predict the reaction product. The product is: [CH3:40][C:36]1[CH:35]=[C:34]([C:5]2[C:4]3[C:8](=[CH:9][C:10]([NH:11][C:12](=[O:14])[CH3:13])=[C:2]([CH:41]=[CH2:42])[CH:3]=3)[N:7]([C:15]([C:22]3[CH:23]=[CH:24][CH:25]=[CH:26][CH:27]=3)([C:28]3[CH:29]=[CH:30][CH:31]=[CH:32][CH:33]=3)[C:16]3[CH:21]=[CH:20][CH:19]=[CH:18][CH:17]=3)[N:6]=2)[CH:39]=[CH:38][N:37]=1.